Dataset: Experimentally validated miRNA-target interactions with 360,000+ pairs, plus equal number of negative samples. Task: Binary Classification. Given a miRNA mature sequence and a target amino acid sequence, predict their likelihood of interaction. (1) Result: 0 (no interaction). The protein sequence of the target gene is MEAPAPSLTEEDLTEVKKDALENLRVYLCEKIIAERHFDHLRAKKILSREDTEEISCRTSSRKRAGKLLDYLQENPRGLDTLVESIRREKTQSFLIQKITDEVLKLRNIKLEHLKGLKCSSCEPFAAGATNNLSRCNSDESNLSEKQRASTVMYHPEGESSTAPFFSMASSLNLPVLEVGRTENSSFSSATLPRPGDPGAPPLPPDLRLEEGGSCGNSSEMFLPLRSRALSRQ. The miRNA is hsa-miR-7856-5p with sequence UUUUAAGGACACUGAGGGAUC. (2) The miRNA is hsa-miR-1247-5p with sequence ACCCGUCCCGUUCGUCCCCGGA. The protein sequence of the target gene is MKKRRKVTSNLDEKIHLGYHKDSSEENAAVECGQVTYTQAPERPTPEAAQRCQELPPSPDQRKLLSSLQYNKNLLKYLNDDRQKQPSFCDLLIIVEGKEFSAHKVVVAVGSSYFHACLSKNPSTDVVTLDHVTHSVFQHLLEFLYTSEFFVYKYEIPLVLEAAKFLDIIDAVKLLNNENVAAFQAELTEKSSPEETLNELTGRLSSSHQCKFCSRHFCYKKSLENHLAKTHRSLLLGKKHGLKMLERSFSTRRSKRNRKCPVKFEDTSDDEQESGDGSDNLHQESSEKERSDRNDSEDPG.... Result: 0 (no interaction).